Dataset: Full USPTO retrosynthesis dataset with 1.9M reactions from patents (1976-2016). Task: Predict the reactants needed to synthesize the given product. (1) Given the product [Br:17][C:6]1[CH:5]=[C:4]([CH:9]2[CH2:14][CH2:13][O:12][CH2:11][CH2:10]2)[N:3]=[C:2]([F:1])[C:7]=1[O:8][CH2:31][O:32][CH3:33], predict the reactants needed to synthesize it. The reactants are: [F:1][C:2]1[C:7]([OH:8])=[CH:6][CH:5]=[C:4]([CH:9]2[CH2:14][CH2:13][O:12][CH2:11][CH2:10]2)[N:3]=1.[OH-].[Na+].[Br:17]Br.S([O-])([O-])=O.[Na+].[Na+].C(=O)([O-])[O-].[Cs+].[Cs+].[CH3:31][O:32][CH2:33]Cl. (2) Given the product [CH3:14][O:13][C:8]1([O:11][CH3:12])[CH2:5][CH2:6][O:1][CH2:2][CH2:3]1, predict the reactants needed to synthesize it. The reactants are: [O:1]1[CH2:6][CH2:5]C(=O)[CH2:3][CH2:2]1.[CH:8]([O:13][CH3:14])([O:11][CH3:12])OC. (3) Given the product [Cl:1][C:2]1[CH:3]=[C:4]([NH:16][C:17]2[C:26]3[C:21](=[CH:22][CH:23]=[CH:24][C:25]=3[O:27][C@H:28]3[CH2:33][CH2:32][CH2:31][NH:30][CH2:29]3)[N:20]=[CH:19][N:18]=2)[CH:5]=[CH:6][C:7]=1[O:8][CH2:9][C:10]1[CH:15]=[CH:14][CH:13]=[CH:12][N:11]=1, predict the reactants needed to synthesize it. The reactants are: [Cl:1][C:2]1[CH:3]=[C:4]([NH:16][C:17]2[C:26]3[C:21](=[CH:22][CH:23]=[CH:24][C:25]=3[O:27][C@H:28]3[CH2:33][CH2:32][CH2:31][N:30](C(OC(C)(C)C)=O)[CH2:29]3)[N:20]=[CH:19][N:18]=2)[CH:5]=[CH:6][C:7]=1[O:8][CH2:9][C:10]1[CH:15]=[CH:14][CH:13]=[CH:12][N:11]=1. (4) The reactants are: C1OCOC1CO.C(N(CC)CC)C.C12CC(C=C1)CC2C(Cl)=O.[CH:25]12[CH2:31][CH:28]([CH:29]=[CH:30]1)[CH2:27][CH:26]2[C:32]([O:34][CH2:35][CH:36]1[CH2:40][O:39][CH2:38][O:37]1)=[O:33]. Given the product [CH:25]12[CH2:31][CH:28]([CH2:29][CH2:30]1)[CH:27]=[C:26]2[C:32]([O:34][CH:35]1[CH2:36][O:37][CH2:38][O:39][CH2:40]1)=[O:33], predict the reactants needed to synthesize it. (5) The reactants are: [Cl:1][C:2]1[CH:7]=[C:6]([Cl:8])[CH:5]=[CH:4][C:3]=1[CH2:9][CH:10]([NH2:12])[CH3:11].C(N(CC)CC)C.[F:20][C:21]([F:32])([F:31])[C:22]1[CH:30]=[CH:29][CH:28]=[CH:27][C:23]=1[C:24](Cl)=[O:25].O. Given the product [Cl:1][C:2]1[CH:7]=[C:6]([Cl:8])[CH:5]=[CH:4][C:3]=1[CH2:9][CH:10]([NH:12][C:24](=[O:25])[C:23]1[CH:27]=[CH:28][CH:29]=[CH:30][C:22]=1[C:21]([F:20])([F:31])[F:32])[CH3:11], predict the reactants needed to synthesize it. (6) Given the product [F:23][C:2]([F:1])([F:22])[O:3][C:4]1[CH:5]=[CH:6][C:7]([N:10]2[CH:14]=[N:13][C:12]([C:15]3[CH:21]=[CH:20][C:18]([NH:19][C:24](=[S:34])[O:25][C:26]4[CH:31]=[CH:30][C:29]([F:32])=[CH:28][CH:27]=4)=[CH:17][CH:16]=3)=[N:11]2)=[CH:8][CH:9]=1, predict the reactants needed to synthesize it. The reactants are: [F:1][C:2]([F:23])([F:22])[O:3][C:4]1[CH:9]=[CH:8][C:7]([N:10]2[CH:14]=[N:13][C:12]([C:15]3[CH:21]=[CH:20][C:18]([NH2:19])=[CH:17][CH:16]=3)=[N:11]2)=[CH:6][CH:5]=1.[C:24](=[S:34])(Cl)[O:25][C:26]1[CH:31]=[CH:30][C:29]([F:32])=[CH:28][CH:27]=1.C(N(CC)CC)C. (7) Given the product [C:4]1([CH:2]([NH:14][CH2:15][CH2:16][NH:17][C:18](=[O:24])[O:19][C:20]([CH3:22])([CH3:21])[CH3:23])[CH3:1])[C:13]2[C:8](=[CH:9][CH:10]=[CH:11][CH:12]=2)[CH:7]=[CH:6][CH:5]=1, predict the reactants needed to synthesize it. The reactants are: [CH3:1][C:2]([C:4]1[C:13]2[C:8](=[CH:9][CH:10]=[CH:11][CH:12]=2)[CH:7]=[CH:6][CH:5]=1)=O.[NH2:14][CH2:15][CH2:16][NH:17][C:18](=[O:24])[O:19][C:20]([CH3:23])([CH3:22])[CH3:21].[BH3-]C#N.[Na+]. (8) Given the product [CH3:12][O:3][CH2:4][C:5]([CH3:11])([CH3:10])[C:6]([O:8][CH3:9])=[O:7], predict the reactants needed to synthesize it. The reactants are: [H-].[Na+].[OH:3][CH2:4][C:5]([CH3:11])([CH3:10])[C:6]([O:8][CH3:9])=[O:7].[CH3:12]I. (9) Given the product [CH3:6][N:5]([CH3:7])[CH2:4][CH2:3][O:17][CH:16]([C:15]1[N:11]([CH3:10])[N:12]=[CH:13][CH:14]=1)[C:18]1[CH:23]=[CH:22][CH:21]=[CH:20][CH:19]=1, predict the reactants needed to synthesize it. The reactants are: Cl.Cl[CH2:3][CH2:4][N:5]([CH3:7])[CH3:6].[OH-].[Na+].[CH3:10][N:11]1[C:15]([CH:16]([C:18]2[CH:23]=[CH:22][CH:21]=[CH:20][CH:19]=2)[OH:17])=[CH:14][CH:13]=[N:12]1.O. (10) Given the product [N:3]1[CH:8]=[CH:7][C:6]([CH2:9][CH2:10][CH2:11][NH2:12])=[CH:5][CH:4]=1, predict the reactants needed to synthesize it. The reactants are: NN.[N:3]1[CH:8]=[CH:7][C:6]([CH2:9][CH2:10][CH2:11][N:12]2C(=O)C3C(=CC=CC=3)C2=O)=[CH:5][CH:4]=1.